From a dataset of Forward reaction prediction with 1.9M reactions from USPTO patents (1976-2016). Predict the product of the given reaction. (1) Given the reactants [NH2:1][C:2]1[CH:3]=[C:4]([C:8]2[CH:13]=[CH:12][CH:11]=[C:10]([NH:14][N:15]=[C:16]3[C:20](=[O:21])[N:19]([C:22]4[CH:27]=[CH:26][C:25]([CH3:28])=[C:24]([CH3:29])[CH:23]=4)[N:18]=[C:17]3[CH3:30])[C:9]=2[OH:31])[CH:5]=[CH:6][CH:7]=1.C([NH:39][C:40](=[N:43]C(OC(C)(C)C)=O)SC)(OC(C)(C)C)=O.FC(F)(F)C(O)=O, predict the reaction product. The product is: [CH3:29][C:24]1[CH:23]=[C:22]([N:19]2[C:20](=[O:21])[C:16](=[N:15][NH:14][C:10]3[C:9]([OH:31])=[C:8]([C:4]4[CH:5]=[CH:6][CH:7]=[C:2]([NH:1][C:40]([NH2:43])=[NH:39])[CH:3]=4)[CH:13]=[CH:12][CH:11]=3)[C:17]([CH3:30])=[N:18]2)[CH:27]=[CH:26][C:25]=1[CH3:28]. (2) Given the reactants [Cl-].[Na+].[Na+].[Na+].[Cl-].[Cl-].[CH3:7][C:8]1[CH:9]=[CH:10][C:11]([C:14]2[CH:15]=[C:16]([CH:20]=[C:21]([CH:23]=[CH2:24])[CH:22]=2)[C:17]([OH:19])=O)=[N:12][CH:13]=1.Cl.[F:26][C:27]1[CH:28]=[CH:29][C:30]([C@H:33]([NH2:35])[CH3:34])=[N:31][CH:32]=1.C(Cl)CCl.C1C=NC2N(O)N=NC=2C=1.C(N(CC)CC)C.C(=O)(O)[O-].[Na+], predict the reaction product. The product is: [F:26][C:27]1[CH:28]=[CH:29][C:30]([C@H:33]([NH:35][C:17](=[O:19])[C:16]2[CH:20]=[C:21]([CH:23]=[CH2:24])[CH:22]=[C:14]([C:11]3[CH:10]=[CH:9][C:8]([CH3:7])=[CH:13][N:12]=3)[CH:15]=2)[CH3:34])=[N:31][CH:32]=1. (3) Given the reactants C([O:3][C:4](=[O:34])[C:5]1[CH:10]=[CH:9][C:8]([N:11]2[CH2:16][CH2:15][N:14]([C:17]3[CH:22]=[CH:21][C:20]([C:23](=[O:33])[NH:24][C:25]4[CH:30]=[C:29]([I:31])[CH:28]=[C:27]([F:32])[CH:26]=4)=[CH:19][N:18]=3)[CH2:13][CH2:12]2)=[CH:7][CH:6]=1)C.C(C1C=C(NC(C2C=CC(N3CCN(C4C=CC(C(O)=O)=CC=4)CC3)=NC=2)=O)C=CC=1)(C)(C)C, predict the reaction product. The product is: [F:32][C:27]1[CH:26]=[C:25]([NH:24][C:23]([C:20]2[CH:21]=[CH:22][C:17]([N:14]3[CH2:13][CH2:12][N:11]([C:8]4[CH:9]=[CH:10][C:5]([C:4]([OH:34])=[O:3])=[CH:6][CH:7]=4)[CH2:16][CH2:15]3)=[N:18][CH:19]=2)=[O:33])[CH:30]=[C:29]([I:31])[CH:28]=1. (4) Given the reactants C(=O)([O-])[O-].[Cs+].[Cs+].[OH:7][C:8]1[CH:13]=[CH:12][C:11]([CH2:14][CH2:15][N:16]2[C:20]3=[N:21][C:22]([N:26]4[CH2:32][CH:31]5[O:33][CH:28]([CH2:29][CH2:30]5)[CH2:27]4)=[CH:23][C:24](=[O:25])[N:19]3[CH2:18][C@@:17]2([CH3:38])[C:34]([F:37])([F:36])[F:35])=[CH:10][CH:9]=1.Cl[CH2:40][CH2:41][N:42]([CH3:44])[CH3:43], predict the reaction product. The product is: [CH3:43][N:42]([CH3:44])[CH2:41][CH2:40][O:7][C:8]1[CH:13]=[CH:12][C:11]([CH2:14][CH2:15][N:16]2[C:20]3=[N:21][C:22]([N:26]4[CH2:27][CH:28]5[O:33][CH:31]([CH2:30][CH2:29]5)[CH2:32]4)=[CH:23][C:24](=[O:25])[N:19]3[CH2:18][C@@:17]2([CH3:38])[C:34]([F:37])([F:36])[F:35])=[CH:10][CH:9]=1. (5) Given the reactants [C:1]([C:4]1[CH:5]=[CH:6][C:7]([NH:20][C:21]([CH:23]2[CH2:28][CH2:27][N:26]([CH:29]([CH3:31])[CH3:30])[CH2:25][CH2:24]2)=[O:22])=[C:8]([CH:19]=1)[C:9]([NH:11][C:12]1[CH:17]=[CH:16][C:15]([Cl:18])=[CH:14][N:13]=1)=[O:10])(=O)[CH3:2].C([O-])(=O)C.[Na+].Cl.[NH2:38][OH:39], predict the reaction product. The product is: [Cl:18][C:15]1[CH:16]=[CH:17][C:12]([NH:11][C:9](=[O:10])[C:8]2[CH:19]=[C:4]([C:1](=[N:38][OH:39])[CH3:2])[CH:5]=[CH:6][C:7]=2[NH:20][C:21]([CH:23]2[CH2:24][CH2:25][N:26]([CH:29]([CH3:30])[CH3:31])[CH2:27][CH2:28]2)=[O:22])=[N:13][CH:14]=1. (6) The product is: [ClH:8].[ClH:8].[CH3:1][O:2][C:3]1[CH:10]=[CH:9][C:6]([CH2:7][N:11]2[CH2:16][CH2:15][NH:14][CH2:13][CH2:12]2)=[CH:5][CH:4]=1. Given the reactants [CH3:1][O:2][C:3]1[CH:10]=[CH:9][C:6]([CH2:7][Cl:8])=[CH:5][CH:4]=1.[NH:11]1[CH2:16][CH2:15][NH:14][CH2:13][CH2:12]1, predict the reaction product.